Task: Predict the reactants needed to synthesize the given product.. Dataset: Full USPTO retrosynthesis dataset with 1.9M reactions from patents (1976-2016) (1) Given the product [Cl:32][C:4]1[N:3]=[C:2]([O:34][CH3:33])[C:7]2[C:8]([O:30][CH3:31])=[N:9][N:10]([C:11]([C:18]3[CH:19]=[CH:20][CH:21]=[CH:22][CH:23]=3)([C:24]3[CH:29]=[CH:28][CH:27]=[CH:26][CH:25]=3)[C:12]3[CH:13]=[CH:14][CH:15]=[CH:16][CH:17]=3)[C:6]=2[CH:5]=1, predict the reactants needed to synthesize it. The reactants are: Cl[C:2]1[C:7]2[C:8]([O:30][CH3:31])=[N:9][N:10]([C:11]([C:24]3[CH:29]=[CH:28][CH:27]=[CH:26][CH:25]=3)([C:18]3[CH:23]=[CH:22][CH:21]=[CH:20][CH:19]=3)[C:12]3[CH:17]=[CH:16][CH:15]=[CH:14][CH:13]=3)[C:6]=2[CH:5]=[C:4]([Cl:32])[N:3]=1.[CH3:33][O-:34].[Na+]. (2) Given the product [N:1]1[CH:2]=[CH:3][N:4]2[CH2:9][CH:8]([C:10]([O:12][CH3:13])=[O:11])[CH2:7][CH2:6][C:5]=12, predict the reactants needed to synthesize it. The reactants are: [N:1]1[CH:2]=[CH:3][N:4]2[CH:9]=[C:8]([C:10]([O:12][CH3:13])=[O:11])[CH:7]=[CH:6][C:5]=12. (3) Given the product [ClH:26].[CH2:20]([N:13]1[C:14]2[C:19](=[CH:18][CH:17]=[CH:16][CH:15]=2)[C:11]([CH2:10][C@@H:9]([C:22]([O:24][CH3:25])=[O:23])[NH2:8])=[CH:12]1)[CH3:21], predict the reactants needed to synthesize it. The reactants are: C(OC([NH:8][C@H:9]([C:22]([O:24][CH3:25])=[O:23])[CH2:10][C:11]1[C:19]2[C:14](=[CH:15][CH:16]=[CH:17][CH:18]=2)[N:13]([CH2:20][CH3:21])[CH:12]=1)=O)(C)(C)C.[ClH:26].O1CCOCC1.